From a dataset of Forward reaction prediction with 1.9M reactions from USPTO patents (1976-2016). Predict the product of the given reaction. (1) The product is: [CH2:1]([C:5]1[CH:6]=[CH:7][C:8]([C:11]#[C:12][C:13]2[CH:47]=[CH:46][C:16]([CH2:17][N:18]([C:19](=[O:32])[C:20]3[CH:25]=[CH:24][C:23]([CH2:26][CH2:27][CH2:28][CH2:29][CH2:30][CH3:31])=[CH:22][CH:21]=3)[C:33]3[CH:45]=[CH:44][C:36]([OH:37])=[C:35]([CH:34]=3)[C:40]([OH:41])=[O:39])=[CH:15][CH:14]=2)=[CH:9][CH:10]=1)[CH2:2][CH2:3][CH3:4]. Given the reactants [CH2:1]([C:5]1[CH:10]=[CH:9][C:8]([C:11]#[C:12][C:13]2[CH:47]=[CH:46][C:16]([CH2:17][N:18]([C:33]3[CH:45]=[CH:44][C:36]4[O:37]C(C)(C)[O:39][C:40](=[O:41])[C:35]=4[CH:34]=3)[C:19](=[O:32])[C:20]3[CH:25]=[CH:24][C:23]([CH2:26][CH2:27][CH2:28][CH2:29][CH2:30][CH3:31])=[CH:22][CH:21]=3)=[CH:15][CH:14]=2)=[CH:7][CH:6]=1)[CH2:2][CH2:3][CH3:4].[OH-].[Na+], predict the reaction product. (2) Given the reactants [H-].[Na+].[CH3:3][O:4][C:5]([CH2:7]P(OC)(OC)=O)=[O:6].[C:14]1(=O)[CH2:17][CH2:16][CH2:15]1.[Cl-].[NH4+], predict the reaction product. The product is: [C:14]1(=[CH:7][C:5]([O:4][CH3:3])=[O:6])[CH2:17][CH2:16][CH2:15]1. (3) Given the reactants [CH3:1][C:2]([CH3:29])([OH:28])[CH2:3][N:4]([S:19]([C:22]1[CH:27]=[CH:26][CH:25]=[CH:24][CH:23]=1)(=[O:21])=[O:20])[C:5]1[CH:10]=[CH:9][C:8]([C:11]([F:14])([F:13])[F:12])=[CH:7][C:6]=1[O:15]COC, predict the reaction product. The product is: [CH3:1][C:2]([CH3:29])([OH:28])[CH2:3][N:4]([S:19]([C:22]1[CH:23]=[CH:24][CH:25]=[CH:26][CH:27]=1)(=[O:20])=[O:21])[C:5]1[CH:10]=[CH:9][C:8]([C:11]([F:14])([F:12])[F:13])=[CH:7][C:6]=1[OH:15]. (4) Given the reactants [CH3:1][C@@:2]1([OH:20])[C@H:6]([OH:7])[C@@H:5]([CH2:8][OH:9])[O:4][C@H:3]1[N:10]1[C:19]2[N:18]=[CH:17][N:16]=[C:14]([NH2:15])[C:13]=2[N:12]=[CH:11]1.[Br:21]N1C(=O)CCC1=O, predict the reaction product. The product is: [Br:21][C:11]1[N:10]([C:19]2[N:18]=[CH:17][N:16]=[C:14]([NH2:15])[C:13]=2[N:12]=1)[C@@H:3]1[O:4][C@H:5]([CH2:8][OH:9])[C@@H:6]([OH:7])[C@@:2]1([CH3:1])[OH:20].